From a dataset of Reaction yield outcomes from USPTO patents with 853,638 reactions. Predict the reaction yield, written as a fraction of the theoretical maximum amount of product (1.0 means a 100% yield; for example, 0.34 means a 34% yield). The reactants are Br[C:2]1[N:3]=[CH:4][C:5]([NH2:8])=[N:6][CH:7]=1.[NH:9]1[CH2:13][CH2:12][CH2:11][CH2:10]1. The catalyst is C(OCC)(=O)C. The product is [N:9]1([C:2]2[N:3]=[CH:4][C:5]([NH2:8])=[N:6][CH:7]=2)[CH2:13][CH2:12][CH2:11][CH2:10]1. The yield is 0.437.